From a dataset of Reaction yield outcomes from USPTO patents with 853,638 reactions. Predict the reaction yield, written as a fraction of the theoretical maximum amount of product (1.0 means a 100% yield; for example, 0.34 means a 34% yield). (1) The reactants are [H-].[H-].[H-].[H-].[Li+].[Al+3].C(OC(C1NC2C(C=1)=C([N+]([O-])=O)C=CC=2)=O)C.C(O[C:27]([C:29]1[NH:30][C:31]2[C:36]([CH:37]=1)=[CH:35][CH:34]=[C:33]([N+:38]([O-])=O)[CH:32]=2)=O)C.[OH-].[Na+]. The catalyst is C1COCC1.O. The product is [CH3:27][C:29]1[NH:30][C:31]2[C:36]([CH:37]=1)=[CH:35][CH:34]=[C:33]([NH2:38])[CH:32]=2. The yield is 0.0800. (2) The reactants are [CH2:1]([O:3][C:4]([C:6]1[CH:7]=[N:8][C:9]2[C:14]([C:15]=1Cl)=[CH:13][C:12]([Cl:17])=[CH:11][C:10]=2[O:18][CH3:19])=[O:5])[CH3:2].[CH:20]1([NH2:25])[CH2:24][CH2:23][CH2:22][CH2:21]1. No catalyst specified. The product is [CH2:1]([O:3][C:4]([C:6]1[CH:7]=[N:8][C:9]2[C:14]([C:15]=1[NH:25][CH:20]1[CH2:24][CH2:23][CH2:22][CH2:21]1)=[CH:13][C:12]([Cl:17])=[CH:11][C:10]=2[O:18][CH3:19])=[O:5])[CH3:2]. The yield is 1.00. (3) The reactants are [CH3:1][O:2][N:3]1[CH2:8][CH2:7][CH2:6][CH2:5][C:4]1=O.[Li+].CC([N-]C(C)C)C.C1C=CC(N([S:32]([C:35]([F:38])([F:37])[F:36])(=[O:34])=[O:33])[S:32]([C:35]([F:38])([F:37])[F:36])(=[O:34])=[O:33])=CC=1.C1C[O:42]CC1. The catalyst is CCOC(C)=O. The product is [CH3:1][O:2][N:3]1[CH2:8][CH:7]=[C:6]([O:33][S:32]([C:35]([F:38])([F:37])[F:36])(=[O:42])=[O:34])[CH2:5][CH2:4]1. The yield is 0.710.